This data is from Reaction yield outcomes from USPTO patents with 853,638 reactions. The task is: Predict the reaction yield, written as a fraction of the theoretical maximum amount of product (1.0 means a 100% yield; for example, 0.34 means a 34% yield). The reactants are [Br:1][C:2]1[CH:3]=[C:4]([N+:9]([O-])=O)[C:5]([Cl:8])=[N:6][CH:7]=1. The catalyst is CO.[Ni]. The product is [Br:1][C:2]1[CH:3]=[C:4]([NH2:9])[C:5]([Cl:8])=[N:6][CH:7]=1. The yield is 1.00.